From a dataset of Forward reaction prediction with 1.9M reactions from USPTO patents (1976-2016). Predict the product of the given reaction. (1) Given the reactants ClC1C=[CH:5][S:4][C:3]=1C(OC)=O.[CH3:11][NH:12][C:13]1[S:14][C:15]([C:18]2[CH:19]=[N:20][CH:21]=[CH:22][CH:23]=2)=[N:16][N:17]=1.C(OCC)(=[O:26])C.C(N(CC)CC)C, predict the reaction product. The product is: [CH3:11][N:12]([C:13]1[S:14][C:15]([C:18]2[CH:19]=[N:20][CH:21]=[CH:22][CH:23]=2)=[N:16][N:17]=1)[C:5](=[O:26])[S:4][CH3:3]. (2) Given the reactants [Cl:1][C:2]1[CH:3]=[C:4]([O:13][CH:14]2[CH2:19][CH2:18][N:17]([C:20]3[CH:25]=[CH:24][N:23]=[CH:22][N:21]=3)[CH2:16][CH2:15]2)[C:5]([CH3:12])=[C:6]([CH:11]=1)[C:7]([O:9]C)=[O:8].[OH-].[Na+].Cl, predict the reaction product. The product is: [Cl:1][C:2]1[CH:3]=[C:4]([O:13][CH:14]2[CH2:15][CH2:16][N:17]([C:20]3[CH:25]=[CH:24][N:23]=[CH:22][N:21]=3)[CH2:18][CH2:19]2)[C:5]([CH3:12])=[C:6]([CH:11]=1)[C:7]([OH:9])=[O:8]. (3) Given the reactants [NH2:1][C:2]1[C:3]2[N:4]([C:8]([C@@H:12]3[CH2:17][CH2:16][CH2:15][N:14]([C:18]([O:20][CH2:21][C:22]4[CH:27]=[CH:26][CH:25]=[CH:24][CH:23]=4)=[O:19])[CH2:13]3)=[N:9][C:10]=2[Br:11])[CH:5]=[CH:6][N:7]=1.[CH2:28](OC(N1CCC2(C(C(O)=O)C2)CC1)=O)[C:29]1C=CC=CC=1, predict the reaction product. The product is: [NH2:1][C:2]1[C:3]2[N:4]([C:8]([CH:12]3[C:17]4([CH2:29][CH2:28][N:14]([C:18]([O:20][CH2:21][C:22]5[CH:27]=[CH:26][CH:25]=[CH:24][CH:23]=5)=[O:19])[CH2:15][CH2:16]4)[CH2:13]3)=[N:9][C:10]=2[Br:11])[CH:5]=[CH:6][N:7]=1. (4) Given the reactants [OH:1][C:2]([C:27]1[CH:36]=[CH:35][C:30]([C:31]([O:33]C)=[O:32])=[CH:29][CH:28]=1)([C:4]1[CH:5]=[N:6][N:7]([C:9]2[CH:14]=[C:13]([NH:15][C:16]3[N:21]=[C:20]([C:22]([F:25])([F:24])[F:23])[CH:19]=[CH:18][N:17]=3)[CH:12]=[C:11]([CH3:26])[CH:10]=2)[CH:8]=1)[CH3:3].O.[OH-].[Li+].C(=O)(O)[O-].[Na+], predict the reaction product. The product is: [OH:1][C:2]([C:27]1[CH:36]=[CH:35][C:30]([C:31]([OH:33])=[O:32])=[CH:29][CH:28]=1)([C:4]1[CH:5]=[N:6][N:7]([C:9]2[CH:14]=[C:13]([NH:15][C:16]3[N:21]=[C:20]([C:22]([F:24])([F:23])[F:25])[CH:19]=[CH:18][N:17]=3)[CH:12]=[C:11]([CH3:26])[CH:10]=2)[CH:8]=1)[CH3:3]. (5) Given the reactants [Si:1]([O:8][CH2:9][CH2:10][O:11][C:12]1[CH:20]=[C:19]2[C:15]([C:16]([C:21](=[O:30])[CH:22](Cl)[C:23]3[CH:28]=[CH:27][CH:26]=[CH:25][CH:24]=3)=[CH:17][NH:18]2)=[CH:14][CH:13]=1)([C:4]([CH3:7])([CH3:6])[CH3:5])([CH3:3])[CH3:2].[CH3:31][O:32][C:33]1[CH:34]=[C:35]([CH:37]=[CH:38][CH:39]=1)[NH2:36], predict the reaction product. The product is: [Si:1]([O:8][CH2:9][CH2:10][O:11][C:12]1[CH:20]=[C:19]2[C:15]([C:16]([C:21](=[O:30])[CH:22]([NH:36][C:35]3[CH:37]=[CH:38][CH:39]=[C:33]([O:32][CH3:31])[CH:34]=3)[C:23]3[CH:28]=[CH:27][CH:26]=[CH:25][CH:24]=3)=[CH:17][NH:18]2)=[CH:14][CH:13]=1)([C:4]([CH3:7])([CH3:6])[CH3:5])([CH3:3])[CH3:2].[OH:8][CH2:9][CH2:10][O:11][C:12]1[CH:20]=[C:19]2[C:15]([C:16]([C:21](=[O:30])[CH:22]([NH:36][C:35]3[CH:37]=[CH:38][CH:39]=[C:33]([O:32][CH3:31])[CH:34]=3)[C:23]3[CH:28]=[CH:27][CH:26]=[CH:25][CH:24]=3)=[CH:17][NH:18]2)=[CH:14][CH:13]=1. (6) The product is: [F:1][C:2]1[CH:3]=[C:4]([O:11][CH2:21][CH2:20][C:15]2[CH:16]=[CH:17][C:18]([Cl:19])=[C:13]([Cl:12])[CH:14]=2)[CH:5]=[CH:6][C:7]=1[N+:8]([O-:10])=[O:9]. Given the reactants [F:1][C:2]1[CH:3]=[C:4]([OH:11])[CH:5]=[CH:6][C:7]=1[N+:8]([O-:10])=[O:9].[Cl:12][C:13]1[CH:14]=[C:15]([CH2:20][CH2:21]O)[CH:16]=[CH:17][C:18]=1[Cl:19].C1(P(C2C=CC=CC=2)C2C=CC=CC=2)C=CC=CC=1.CC(OC(/N=N/C(OC(C)C)=O)=O)C, predict the reaction product. (7) Given the reactants Cl[C:2]1[N:3]=[C:4]([C:16]2[CH:21]=[C:20]([CH3:22])[CH:19]=[C:18]([CH3:23])[CH:17]=2)[C:5]([C:8]2[CH:13]=[C:12]([CH3:14])[CH:11]=[C:10]([CH3:15])[CH:9]=2)=[N:6][CH:7]=1.[CH3:24][C:25]1[CH:30]=[CH:29][CH:28]=[CH:27][C:26]=1B(O)O.C(=O)([O-])[O-].[Na+].[Na+], predict the reaction product. The product is: [CH3:24][C:25]1[CH:30]=[CH:29][CH:28]=[CH:27][C:26]=1[C:2]1[N:3]=[C:4]([C:16]2[CH:17]=[C:18]([CH3:23])[CH:19]=[C:20]([CH3:22])[CH:21]=2)[C:5]([C:8]2[CH:13]=[C:12]([CH3:14])[CH:11]=[C:10]([CH3:15])[CH:9]=2)=[N:6][CH:7]=1. (8) Given the reactants Br[C:2]1[C:3](=[O:17])[N:4]([CH2:12][CH:13]2[CH2:16][CH2:15][CH2:14]2)[C:5]2[CH2:6][CH2:7][CH2:8][CH2:9][C:10]=2[CH:11]=1.[Li]CCCC.[B:23](OCCCC)([O:29]CCCC)[O:24]CCCC.Cl.O, predict the reaction product. The product is: [CH:13]1([CH2:12][N:4]2[C:5]3[CH2:6][CH2:7][CH2:8][CH2:9][C:10]=3[CH:11]=[C:2]([B:23]([OH:29])[OH:24])[C:3]2=[O:17])[CH2:16][CH2:15][CH2:14]1. (9) The product is: [C:1]([O:5][C:6]([N:8]([CH3:16])[CH2:9][CH2:10][CH2:11][CH2:12][C:13]([O:15][CH2:35][C@H:33]1[O:32][N:31]=[C:30]([C:27]2[CH:28]=[CH:29][C:24]([C:23]3[CH:22]=[CH:21][C:20]([N:37]4[CH2:41][C@H:40]([CH2:42][N:43]5[CH:47]=[CH:46][N:45]=[N:44]5)[O:39][C:38]4=[O:48])=[CH:19][C:18]=3[F:17])=[CH:25][N:26]=2)[CH2:34]1)=[O:14])=[O:7])([CH3:4])([CH3:3])[CH3:2]. Given the reactants [C:1]([O:5][C:6]([N:8]([CH3:16])[CH2:9][CH2:10][CH2:11][CH2:12][C:13]([OH:15])=[O:14])=[O:7])([CH3:4])([CH3:3])[CH3:2].[F:17][C:18]1[CH:19]=[C:20]([N:37]2[CH2:41][C@H:40]([CH2:42][N:43]3[CH:47]=[CH:46][N:45]=[N:44]3)[O:39][C:38]2=[O:48])[CH:21]=[CH:22][C:23]=1[C:24]1[CH:25]=[N:26][C:27]([C:30]2[CH2:34][C@@H:33]([CH2:35]O)[O:32][N:31]=2)=[CH:28][CH:29]=1.Cl.CN(C)CCCN=C=NCC, predict the reaction product. (10) Given the reactants [Br:1][C:2]1[CH:7]=[CH:6][C:5]([Cl:8])=[CH:4][C:3]=1[CH2:9][C:10]([OH:12])=[O:11].S(Cl)(Cl)=O.[CH3:17]O, predict the reaction product. The product is: [Br:1][C:2]1[CH:7]=[CH:6][C:5]([Cl:8])=[CH:4][C:3]=1[CH2:9][C:10]([O:12][CH3:17])=[O:11].